From a dataset of Full USPTO retrosynthesis dataset with 1.9M reactions from patents (1976-2016). Predict the reactants needed to synthesize the given product. (1) Given the product [NH2:35][C:31]1[CH:30]=[C:29]([C:27]#[C:28][C:2]2[CH:3]=[N:4][N:5]3[CH:10]=[CH:9][C:8]([C:11]4[CH:16]=[CH:15][C:14]([C:17]([N:19]5[CH2:24][CH2:23][O:22][CH2:21][CH2:20]5)=[O:18])=[C:13]([CH3:25])[CH:12]=4)=[N:7][C:6]=23)[CH:34]=[CH:33][N:32]=1, predict the reactants needed to synthesize it. The reactants are: I[C:2]1[CH:3]=[N:4][N:5]2[CH:10]=[CH:9][C:8]([C:11]3[CH:16]=[CH:15][C:14]([C:17]([N:19]4[CH2:24][CH2:23][O:22][CH2:21][CH2:20]4)=[O:18])=[C:13]([CH3:25])[CH:12]=3)=[N:7][C:6]=12.Cl.[C:27]([C:29]1[CH:34]=[CH:33][N:32]=[C:31]([NH2:35])[CH:30]=1)#[CH:28].CCN(CC)CC. (2) Given the product [CH3:1][O:2][C:3]1[CH:4]=[C:5]([N:11]([C:12]2[C:21]3[C:16](=[CH:17][CH:18]=[CH:19][CH:20]=3)[N:15]=[CH:14][N:13]=2)[CH3:22])[CH:6]=[CH:7][C:8]=1[O:9][CH3:10], predict the reactants needed to synthesize it. The reactants are: [CH3:1][O:2][C:3]1[CH:4]=[C:5]([NH:11][C:12]2[C:21]3[C:16](=[CH:17][CH:18]=[CH:19][CH:20]=3)[N:15]=[CH:14][N:13]=2)[CH:6]=[CH:7][C:8]=1[O:9][CH3:10].[CH3:22]I.[H-].[Na+]. (3) Given the product [Br:2][CH2:3][CH2:4][CH2:5][NH:6][C:25](=[O:24])[CH:26]=[CH:27][CH:28]=[CH:29][C:30]1[CH:35]=[CH:34][CH:33]=[CH:32][CH:31]=1, predict the reactants needed to synthesize it. The reactants are: Br.[Br:2][CH2:3][CH2:4][CH2:5][NH2:6].C(N(CC)CC)C.C(Cl)Cl.O=C1CCC(=O)N1[O:24][C:25](=O)[CH:26]=[CH:27][CH:28]=[CH:29][C:30]1[CH:35]=[CH:34][CH:33]=[CH:32][CH:31]=1.